From a dataset of Retrosynthesis with 50K atom-mapped reactions and 10 reaction types from USPTO. Predict the reactants needed to synthesize the given product. (1) Given the product N#Cc1cc(F)cc(N2CCc3nc(-c4ccccn4)[nH]c3C2)c1, predict the reactants needed to synthesize it. The reactants are: COc1ccc(Cn2c(-c3ccccn3)nc3c2CN(c2cc(F)cc(C#N)c2)CC3)cc1. (2) The reactants are: N#Cc1ccc([N+](=O)[O-])cc1N. Given the product NCc1ccc([N+](=O)[O-])cc1N, predict the reactants needed to synthesize it.